The task is: Predict the reaction yield, written as a fraction of the theoretical maximum amount of product (1.0 means a 100% yield; for example, 0.34 means a 34% yield).. This data is from Reaction yield outcomes from USPTO patents with 853,638 reactions. (1) The reactants are [NH2:1][C:2]1[N:3]=[N:4][C:5]([Cl:8])=[CH:6][CH:7]=1.Br[CH2:10][CH:11]=O. The catalyst is C(O)CCC. The product is [Cl:8][C:5]1[CH:6]=[CH:7][C:2]2[N:3]([CH:10]=[CH:11][N:1]=2)[N:4]=1. The yield is 0.400. (2) The reactants are CC([O-])(C)C.[K+].C(C1C=CC=CC=1)(=O)C.C(C1C=CC=CC=1)(=O)C1C=CC=CC=1.C1C=CC(CCO)=CC=1.C(O)(C1C=CC=CC=1)C1C=CC=CC=1.[C:53]([CH:57]1[CH2:62][CH2:61][C:60](=[O:63])[CH2:59][CH2:58]1)([CH3:56])([CH3:55])[CH3:54]. No catalyst specified. The product is [C:53]([C@@H:57]1[CH2:58][CH2:59][C@H:60]([OH:63])[CH2:61][CH2:62]1)([CH3:56])([CH3:54])[CH3:55]. The yield is 0.800.